From a dataset of Full USPTO retrosynthesis dataset with 1.9M reactions from patents (1976-2016). Predict the reactants needed to synthesize the given product. (1) The reactants are: [F:1][C:2]([F:17])([F:16])[C:3]1[CH:4]=C([CH:8]=[CH:9][C:10]=1[O:11][C@H:12]([CH2:14][CH3:15])[CH3:13])C#N.[OH-:18].[Na+].[CH3:20][CH2:21][OH:22]. Given the product [F:1][C:2]([F:17])([F:16])[C:3]1[CH:4]=[C:20]([CH:8]=[CH:9][C:10]=1[O:11][C@H:12]([CH2:14][CH3:15])[CH3:13])[C:21]([OH:18])=[O:22], predict the reactants needed to synthesize it. (2) The reactants are: [CH:1]([NH:5][C:6]1[S:7][C:8]2[C:13]([N:14]=1)=[CH:12][CH:11]=[C:10]([CH:15]=[O:16])[N:9]=2)([CH2:3][CH3:4])[CH3:2].[F:17][C:18]1[CH:23]=[CH:22][CH:21]=[CH:20][C:19]=1[CH:24]([N+:35]#[C-:36])S(C1C=CC(C)=CC=1)(=O)=O.C([O-])([O-])=O.[K+].[K+]. Given the product [CH:1]([NH:5][C:6]1[S:7][C:8]2[C:13]([N:14]=1)=[CH:12][CH:11]=[C:10]([C:15]1[O:16][CH:36]=[N:35][C:24]=1[C:19]1[CH:20]=[CH:21][CH:22]=[CH:23][C:18]=1[F:17])[N:9]=2)([CH2:3][CH3:4])[CH3:2], predict the reactants needed to synthesize it. (3) Given the product [C:10]([C:6]1[C:7]([O:8][CH3:9])=[C:2]([CH:3]=[C:4]([C:14]2[C:15]([O:25][C:26]([CH3:29])([CH3:27])[CH3:28])=[N:16][C:17]([O:20][C:21]([CH3:22])([CH3:23])[CH3:24])=[N:18][CH:19]=2)[CH:5]=1)/[CH:40]=[CH:39]/[C:38]1[CH:37]=[CH:36][C:35]([NH:34][S:31]([CH3:30])(=[O:32])=[O:33])=[CH:45][CH:44]=1)([CH3:12])([CH3:13])[CH3:11], predict the reactants needed to synthesize it. The reactants are: Br[C:2]1[CH:3]=[C:4]([C:14]2[C:15]([O:25][C:26]([CH3:29])([CH3:28])[CH3:27])=[N:16][C:17]([O:20][C:21]([CH3:24])([CH3:23])[CH3:22])=[N:18][CH:19]=2)[CH:5]=[C:6]([C:10]([CH3:13])([CH3:12])[CH3:11])[C:7]=1[O:8][CH3:9].[CH3:30][S:31]([NH:34][C:35]1[CH:45]=[CH:44][C:38](/[CH:39]=[CH:40]/B(O)O)=[CH:37][CH:36]=1)(=[O:33])=[O:32]. (4) Given the product [CH2:30]([S:27]([C:23]1[CH:24]=[CH:25][CH:26]=[C:12]2[C:13]=1[CH2:14][N:15]([CH:16]1[CH2:20][C:19](=[O:21])[NH:18][C:17]1=[O:22])[CH:1]=[N:11]2)(=[O:29])=[O:28])[CH3:31], predict the reactants needed to synthesize it. The reactants are: [CH2:1](OC(OCC)OCC)C.[NH2:11][C:12]1[CH:26]=[CH:25][CH:24]=[C:23]([S:27]([CH2:30][CH3:31])(=[O:29])=[O:28])[C:13]=1[CH2:14][NH:15][CH:16]1[CH2:20][C:19](=[O:21])[NH:18][C:17]1=[O:22].